This data is from Catalyst prediction with 721,799 reactions and 888 catalyst types from USPTO. The task is: Predict which catalyst facilitates the given reaction. (1) Reactant: [Br:1][C:2]1[CH:8]=[CH:7][C:5]([NH2:6])=[CH:4][C:3]=1[S:9]([F:14])([F:13])([F:12])([F:11])[F:10].Cl[C:16](Cl)([O:18]C(=O)OC(Cl)(Cl)Cl)Cl.C(N(CC)CC)C.CCCCCC.CCOC(C)=O. Product: [Br:1][C:2]1[CH:8]=[CH:7][C:5]([N:6]=[C:16]=[O:18])=[CH:4][C:3]=1[S:9]([F:14])([F:10])([F:11])([F:12])[F:13]. The catalyst class is: 11. (2) Reactant: [CH3:1][CH:2]1[CH2:10][C:9]2[NH:8][N:7]=[CH:6][C:5]=2[C:4]2[N:11]=[C:12]([NH:14][C:15]3[CH:20]=[CH:19][CH:18]=[CH:17][N:16]=3)[S:13][C:3]1=2.C(C1C(=O)C(Cl)=C(Cl)C(=O)C=1C#N)#N.[O-]S([O-])=O.[Na+].[Na+]. Product: [CH3:1][C:2]1[CH:10]=[C:9]2[C:5]([CH:6]=[N:7][NH:8]2)=[C:4]2[C:3]=1[S:13][C:12]([NH:14][C:15]1[CH:20]=[CH:19][CH:18]=[CH:17][N:16]=1)=[N:11]2. The catalyst class is: 11. (3) Reactant: C([O:5][C:6](=[O:38])[C:7]([S:10][C:11]1[S:12][CH:13]=[C:14]([CH2:16][CH2:17][N:18]([CH2:31][CH2:32][CH2:33][CH2:34][CH2:35][CH2:36][CH3:37])[C:19]2[N:24]=[CH:23][C:22]([N:25]3[CH2:30][CH2:29][O:28][CH2:27][CH2:26]3)=[CH:21][N:20]=2)[N:15]=1)([CH3:9])[CH3:8])(C)(C)C.FC(F)(F)C(O)=O. Product: [CH2:31]([N:18]([C:19]1[N:20]=[CH:21][C:22]([N:25]2[CH2:26][CH2:27][O:28][CH2:29][CH2:30]2)=[CH:23][N:24]=1)[CH2:17][CH2:16][C:14]1[N:15]=[C:11]([S:10][C:7]([CH3:8])([CH3:9])[C:6]([OH:38])=[O:5])[S:12][CH:13]=1)[CH2:32][CH2:33][CH2:34][CH2:35][CH2:36][CH3:37]. The catalyst class is: 4. (4) Reactant: [H-].[Na+].[C:3]([CH2:5][C:6]([O:8][CH2:9][CH3:10])=[O:7])#[N:4].[CH2:11]([C:13]1[CH:18]=[CH:17][CH:16]=[CH:15][C:14]=1I)[CH3:12].Cl.[CH2:21](OCC)[CH3:22]. Product: [CH2:9]([O:8][C:6](=[O:7])[C:5]([CH2:21][CH3:22])([C:3]#[N:4])[C:14]1[CH:15]=[CH:16][CH:17]=[CH:18][C:13]=1[CH2:11][CH3:12])[CH3:10]. The catalyst class is: 590. (5) Reactant: [O:1]1[C:5]2[CH:6]=[CH:7][C:8]([CH:10]3[CH2:15][CH2:14][CH2:13][CH2:12][NH:11]3)=[CH:9][C:4]=2[O:3][CH2:2]1.C(=O)([O-])[O-].[K+].[K+].[I-].[K+].[CH2:24]([N:28]1[C:32]([CH2:33]Cl)=[C:31]([Cl:35])[N:30]=[C:29]1[C:36]1[C:41]([CH3:42])=[CH:40][CH:39]=[CH:38][C:37]=1[CH3:43])[CH2:25][CH2:26][CH3:27]. Product: [O:1]1[C:5]2[CH:6]=[CH:7][C:8]([CH:10]3[CH2:15][CH2:14][CH2:13][CH2:12][N:11]3[CH2:33][C:32]3[N:28]([CH2:24][CH2:25][CH2:26][CH3:27])[C:29]([C:36]4[C:37]([CH3:43])=[CH:38][CH:39]=[CH:40][C:41]=4[CH3:42])=[N:30][C:31]=3[Cl:35])=[CH:9][C:4]=2[O:3][CH2:2]1. The catalyst class is: 10. (6) Reactant: [NH2:1][C:2]1[C:12]2[C:11](=[O:13])[NH:10][CH2:9][CH2:8][NH:7][C:6]=2[CH:5]=[CH:4][CH:3]=1.[F:14][C:15]([F:26])([F:25])[C:16](O[C:16](=[O:17])[C:15]([F:26])([F:25])[F:14])=[O:17].N1C=CC=CC=1. Product: [NH2:1][C:2]1[C:12]2[C:11](=[O:13])[NH:10][CH2:9][CH2:8][N:7]([C:16](=[O:17])[C:15]([F:26])([F:25])[F:14])[C:6]=2[CH:5]=[CH:4][CH:3]=1. The catalyst class is: 2. (7) The catalyst class is: 4. Reactant: [CH3:1][C:2]([Si:5]([C:32]1[CH:37]=[CH:36][CH:35]=[CH:34][CH:33]=1)([C:26]1[CH:31]=[CH:30][CH:29]=[CH:28][CH:27]=1)[O:6][C:7]1[CH:8]=[CH:9][C:10]2[N:14]=[CH:13][N:12]([C:15]3[S:19][C:18]([C:20]([O:22][CH3:23])=[O:21])=[C:17]([OH:24])[CH:16]=3)[C:11]=2[CH:25]=1)([CH3:4])[CH3:3].[CH3:38][C:39]([Si:42]([C:69]1[CH:74]=[CH:73][CH:72]=[CH:71][CH:70]=1)([C:63]1[CH:68]=[CH:67][CH:66]=[CH:65][CH:64]=1)[O:43][C:44]1[CH:62]=[CH:61][C:47]2[N:48]([C:51]3[S:55][C:54]([C:56]([O:58][CH3:59])=[O:57])=[C:53]([OH:60])[CH:52]=3)[CH:49]=[N:50][C:46]=2[CH:45]=1)([CH3:41])[CH3:40].[F:75][C:76]([F:86])([F:85])[C:77]1[CH:84]=[CH:83][CH:82]=[CH:81][C:78]=1[CH2:79]O.N(C(OC(C)(C)C)=O)=NC(OC(C)(C)C)=O. Product: [CH3:41][C:39]([Si:42]([C:63]1[CH:64]=[CH:65][CH:66]=[CH:67][CH:68]=1)([C:69]1[CH:74]=[CH:73][CH:72]=[CH:71][CH:70]=1)[O:43][C:44]1[CH:62]=[CH:61][C:47]2[N:48]([C:51]3[S:55][C:54]([C:56]([O:58][CH3:59])=[O:57])=[C:53]([O:60][CH2:79][C:78]4[CH:81]=[CH:82][CH:83]=[CH:84][C:77]=4[C:76]([F:75])([F:85])[F:86])[CH:52]=3)[CH:49]=[N:50][C:46]=2[CH:45]=1)([CH3:38])[CH3:40].[CH3:4][C:2]([Si:5]([C:26]1[CH:27]=[CH:28][CH:29]=[CH:30][CH:31]=1)([C:32]1[CH:37]=[CH:36][CH:35]=[CH:34][CH:33]=1)[O:6][C:7]1[CH:8]=[CH:9][C:10]2[N:14]=[CH:13][N:12]([C:15]3[S:19][C:18]([C:20]([O:22][CH3:23])=[O:21])=[C:17]([O:24][CH2:79][C:78]4[CH:81]=[CH:82][CH:83]=[CH:84][C:77]=4[C:76]([F:75])([F:85])[F:86])[CH:16]=3)[C:11]=2[CH:25]=1)([CH3:1])[CH3:3]. (8) Reactant: [C:1]([O:5][C:6]([N:8]1[CH2:18][CH2:17][C:11]2([CH2:15][NH:14][C:13](=[O:16])[CH2:12]2)[CH2:10][CH2:9]1)=[O:7])([CH3:4])([CH3:3])[CH3:2].[H-].[Na+].Br[CH2:22][C:23]([O:25][CH3:26])=[O:24]. The catalyst class is: 3. Product: [C:1]([O:5][C:6]([N:8]1[CH2:18][CH2:17][C:11]2([CH2:15][N:14]([CH2:22][C:23]([O:25][CH3:26])=[O:24])[C:13](=[O:16])[CH2:12]2)[CH2:10][CH2:9]1)=[O:7])([CH3:4])([CH3:2])[CH3:3]. (9) Reactant: [C:1]([O:4][CH2:5][C:6]([CH3:11])([CH3:10])[C:7](O)=[O:8])(=[O:3])[CH3:2].C(Cl)(=O)C([Cl:15])=O. Product: [Cl:15][C:7]([C:6]([CH3:11])([CH3:10])[CH2:5][O:4][C:1](=[O:3])[CH3:2])=[O:8]. The catalyst class is: 48. (10) Reactant: [CH3:1][O-:2].[Na+].[Br:4][C:5]1[CH:10]=[C:9]([N+]([O-])=O)[CH:8]=[C:7]([CH3:14])[N+:6]=1[O-:15]. Product: [Br:4][C:5]1[CH:10]=[C:9]([O:2][CH3:1])[CH:8]=[C:7]([CH3:14])[N+:6]=1[O-:15]. The catalyst class is: 5.